This data is from NCI-60 drug combinations with 297,098 pairs across 59 cell lines. The task is: Regression. Given two drug SMILES strings and cell line genomic features, predict the synergy score measuring deviation from expected non-interaction effect. (1) Drug 1: CC1C(C(CC(O1)OC2CC(CC3=C2C(=C4C(=C3O)C(=O)C5=C(C4=O)C(=CC=C5)OC)O)(C(=O)C)O)N)O.Cl. Drug 2: CCC1(C2=C(COC1=O)C(=O)N3CC4=CC5=C(C=CC(=C5CN(C)C)O)N=C4C3=C2)O.Cl. Cell line: SW-620. Synergy scores: CSS=19.0, Synergy_ZIP=-13.0, Synergy_Bliss=-6.84, Synergy_Loewe=-10.8, Synergy_HSA=-5.27. (2) Drug 1: CN(C)N=NC1=C(NC=N1)C(=O)N. Drug 2: CN1C(=O)N2C=NC(=C2N=N1)C(=O)N. Synergy scores: CSS=11.0, Synergy_ZIP=-1.69, Synergy_Bliss=0.411, Synergy_Loewe=2.02, Synergy_HSA=2.04. Cell line: SF-295. (3) Drug 1: CC12CCC3C(C1CCC2=O)CC(=C)C4=CC(=O)C=CC34C. Drug 2: C1=NC2=C(N=C(N=C2N1C3C(C(C(O3)CO)O)O)F)N. Cell line: CCRF-CEM. Synergy scores: CSS=44.8, Synergy_ZIP=-0.520, Synergy_Bliss=0.682, Synergy_Loewe=-2.38, Synergy_HSA=-0.000316.